From a dataset of Peptide-MHC class II binding affinity with 134,281 pairs from IEDB. Regression. Given a peptide amino acid sequence and an MHC pseudo amino acid sequence, predict their binding affinity value. This is MHC class II binding data. (1) The peptide sequence is EHELYVAVLSNALHR. The MHC is DRB1_0101 with pseudo-sequence DRB1_0101. The binding affinity (normalized) is 0.307. (2) The peptide sequence is EKKYFAAEQFEPLAA. The MHC is DRB1_1001 with pseudo-sequence DRB1_1001. The binding affinity (normalized) is 0.636. (3) The peptide sequence is DGVWEIKSDKPLKGP. The MHC is DRB1_0901 with pseudo-sequence DRB1_0901. The binding affinity (normalized) is 0.0320.